This data is from NCI-60 drug combinations with 297,098 pairs across 59 cell lines. The task is: Regression. Given two drug SMILES strings and cell line genomic features, predict the synergy score measuring deviation from expected non-interaction effect. (1) Drug 1: C1=CN(C(=O)N=C1N)C2C(C(C(O2)CO)O)O.Cl. Drug 2: CC(C)(C#N)C1=CC(=CC(=C1)CN2C=NC=N2)C(C)(C)C#N. Cell line: NCI/ADR-RES. Synergy scores: CSS=38.7, Synergy_ZIP=-2.82, Synergy_Bliss=-4.51, Synergy_Loewe=-8.39, Synergy_HSA=-3.64. (2) Drug 1: CC1=CC=C(C=C1)C2=CC(=NN2C3=CC=C(C=C3)S(=O)(=O)N)C(F)(F)F. Drug 2: C1=CC=C(C(=C1)C(C2=CC=C(C=C2)Cl)C(Cl)Cl)Cl. Cell line: HL-60(TB). Synergy scores: CSS=11.3, Synergy_ZIP=-2.53, Synergy_Bliss=-2.55, Synergy_Loewe=7.27, Synergy_HSA=-1.57. (3) Drug 1: CS(=O)(=O)OCCCCOS(=O)(=O)C. Synergy scores: CSS=21.1, Synergy_ZIP=10.8, Synergy_Bliss=10.7, Synergy_Loewe=2.98, Synergy_HSA=8.03. Drug 2: C(CCl)NC(=O)N(CCCl)N=O. Cell line: SF-539. (4) Drug 1: CCC1=CC2CC(C3=C(CN(C2)C1)C4=CC=CC=C4N3)(C5=C(C=C6C(=C5)C78CCN9C7C(C=CC9)(C(C(C8N6C)(C(=O)OC)O)OC(=O)C)CC)OC)C(=O)OC.C(C(C(=O)O)O)(C(=O)O)O. Drug 2: C#CCC(CC1=CN=C2C(=N1)C(=NC(=N2)N)N)C3=CC=C(C=C3)C(=O)NC(CCC(=O)O)C(=O)O. Cell line: SN12C. Synergy scores: CSS=38.2, Synergy_ZIP=-0.283, Synergy_Bliss=-1.38, Synergy_Loewe=0.428, Synergy_HSA=-0.0665.